From a dataset of Forward reaction prediction with 1.9M reactions from USPTO patents (1976-2016). Predict the product of the given reaction. (1) The product is: [CH3:1][O:2][C:3]1[CH:4]=[C:5]([S:11]([N:14]2[CH2:20][CH2:19][CH2:18][CH:17]([NH:21][C:22]([C@@H:24]([NH:28][C:29]([C:31]3[O:32][C:33]4[CH:39]=[CH:38][CH:37]=[CH:36][C:34]=4[CH:35]=3)=[O:30])[CH2:25][CH2:26][CH3:27])=[O:23])[CH:16]([OH:40])[CH2:15]2)(=[O:12])=[O:13])[CH:6]=[CH:7][C:8]=1[O:9][CH3:10]. Given the reactants [CH3:1][O:2][C:3]1[CH:4]=[C:5]([S:11]([N:14]2[CH2:20][CH2:19][CH2:18][CH:17]([NH:21][C:22]([C@@H:24]([NH:28][C:29]([C:31]3[O:32][C:33]4[CH:39]=[CH:38][CH:37]=[CH:36][C:34]=4[CH:35]=3)=[O:30])[CH2:25][CH2:26][CH3:27])=[O:23])[C:16](=[O:40])[CH2:15]2)(=[O:13])=[O:12])[CH:6]=[CH:7][C:8]=1[O:9][CH3:10].C(N(CC)CC)C.COC1C=C(S(Cl)(=O)=O)C=CC=1OC.CO, predict the reaction product. (2) Given the reactants C([O-])([O-])=O.[Na+].[Na+].[CH:7]([C:9]1[CH:14]=[CH:13][C:12](B(O)O)=[CH:11][CH:10]=1)=[O:8].[Cl:18][C:19]1[C:20](Cl)=[N:21][CH:22]=[C:23]([CH:29]=1)[C:24]([NH:26][CH2:27][CH3:28])=[O:25], predict the reaction product. The product is: [Cl:18][C:19]1[C:20]([C:12]2[CH:13]=[CH:14][C:9]([CH:7]=[O:8])=[CH:10][CH:11]=2)=[N:21][CH:22]=[C:23]([CH:29]=1)[C:24]([NH:26][CH2:27][CH3:28])=[O:25]. (3) Given the reactants [Cl:1][C:2]1[CH:7]=[CH:6][CH:5]=[C:4]([F:8])[C:3]=1[CH2:9][CH3:10].[Cl-].[Al+3].[Cl-].[Cl-].[C:15](Cl)(=[O:17])[CH3:16].Cl, predict the reaction product. The product is: [Cl:1][C:2]1[C:3]([CH2:9][CH3:10])=[C:4]([F:8])[CH:5]=[CH:6][C:7]=1[C:15](=[O:17])[CH3:16]. (4) Given the reactants C([Li])CCC.[C:6](#[N:8])[CH3:7].C[O:10][C:11](=O)[CH2:12][C:13]1[CH:18]=[CH:17][C:16]([O:19][CH3:20])=[C:15]([O:21][CH3:22])[CH:14]=1.[Cl-].[NH4+], predict the reaction product. The product is: [CH3:22][O:21][C:15]1[CH:14]=[C:13]([CH2:12][C:11](=[O:10])[CH2:7][C:6]#[N:8])[CH:18]=[CH:17][C:16]=1[O:19][CH3:20]. (5) Given the reactants [F:1][C:2]1[CH:7]=[CH:6][C:5]([CH:8]2[C:12]3([CH2:17][CH2:16][CH2:15][N:14]([C:18]([O:20][C:21]([CH3:24])([CH3:23])[CH3:22])=[O:19])[CH2:13]3)[C:11](=[O:25])[NH:10][CH2:9]2)=[CH:4][CH:3]=1.[H-].[Na+].Cl[CH2:29][C:30]1[O:31][CH:32]=[CH:33][N:34]=1, predict the reaction product. The product is: [F:1][C:2]1[CH:7]=[CH:6][C:5]([CH:8]2[C:12]3([CH2:17][CH2:16][CH2:15][N:14]([C:18]([O:20][C:21]([CH3:22])([CH3:24])[CH3:23])=[O:19])[CH2:13]3)[C:11](=[O:25])[N:10]([CH2:29][C:30]3[O:31][CH:32]=[CH:33][N:34]=3)[CH2:9]2)=[CH:4][CH:3]=1. (6) Given the reactants [NH2:1][CH2:2][CH2:3][CH2:4][OH:5].Cl[C:7]1[N:8]=[N+:9]([O-:20])[C:10]2[CH:19]=[C:18]3[C:14]([CH2:15][CH2:16][CH2:17]3)=[CH:13][C:11]=2[N:12]=1, predict the reaction product. The product is: [O-:20][N+:9]1[C:10]2[CH:19]=[C:18]3[C:14](=[CH:13][C:11]=2[N:12]=[C:7]([NH:1][CH2:2][CH2:3][CH2:4][OH:5])[N:8]=1)[CH2:15][CH2:16][CH2:17]3. (7) Given the reactants C(O)(=O)C.[CH:5]1([NH:8][NH2:9])[CH2:7][CH2:6]1.Cl.[CH:11](=O)[C:12]([CH3:14])=[O:13], predict the reaction product. The product is: [CH:5]1([NH:8][N:9]=[CH:11][C:12](=[O:13])[CH3:14])[CH2:7][CH2:6]1. (8) The product is: [C:12]1([C:10]2[N:1]=[C:2]3[CH:7]=[CH:6][CH:5]=[CH:4][N:3]3[CH:9]=2)[CH:17]=[CH:16][CH:15]=[CH:14][CH:13]=1. Given the reactants [NH2:1][C:2]1[CH:7]=[CH:6][CH:5]=[CH:4][N:3]=1.Br[CH2:9][C:10]([C:12]1[CH:17]=[CH:16][CH:15]=[CH:14][CH:13]=1)=O, predict the reaction product. (9) Given the reactants Cl[C:2]1[CH:7]=[CH:6][C:5]([C:8]([F:11])([F:10])[F:9])=[CH:4][CH:3]=1.[OH:12][C:13]1[CH:14]=[C:15]([CH:18]=[CH:19][CH:20]=1)[CH:16]=[O:17].CC(C)(C)[O-].[K+].CN(C=O)C, predict the reaction product. The product is: [F:9][C:8]([F:11])([F:10])[C:5]1[CH:6]=[CH:7][C:2]([O:12][C:13]2[CH:14]=[C:15]([CH:18]=[CH:19][CH:20]=2)[CH:16]=[O:17])=[CH:3][CH:4]=1. (10) Given the reactants [CH2:1]([C:3]1[N:11]=[C:10]([O:12][CH3:13])[C:9]([NH:14][C:15]([N:17]2[CH2:22][CH2:21][N:20]([C:23]3[CH:28]=[CH:27][CH:26]=[CH:25][CH:24]=3)[CH2:19][CH2:18]2)=[O:16])=[CH:8][C:4]=1[C:5](O)=[O:6])C.C1CCC(N=C=NC2CCCCC2)CC1.[CH:44]1[C:57]2[C:48](=[N:49][C:50]3[C:55]([C:56]=2[NH:58][C:59]2[CH:60]=[C:61]([NH:67][C:68](=[O:72])[CH:69]([NH2:71])[CH3:70])[CH:62]=[C:63]([CH2:65][OH:66])[CH:64]=2)=[CH:54][CH:53]=[CH:52][CH:51]=3)[CH:47]=[CH:46][CH:45]=1, predict the reaction product. The product is: [CH:54]1[C:55]2[C:50](=[N:49][C:48]3[C:57]([C:56]=2[NH:58][C:59]2[CH:60]=[C:61]([NH:67][C:68]([CH:69]([NH:71][C:5]([C:4]4[CH:8]=[C:9]([NH:14][C:15]([N:17]5[CH2:22][CH2:21][N:20]([C:23]6[CH:28]=[CH:27][CH:26]=[CH:25][CH:24]=6)[CH2:19][CH2:18]5)=[O:16])[C:10]([O:12][CH3:13])=[N:11][C:3]=4[CH3:1])=[O:6])[CH3:70])=[O:72])[CH:62]=[C:63]([CH2:65][OH:66])[CH:64]=2)=[CH:44][CH:45]=[CH:46][CH:47]=3)[CH:51]=[CH:52][CH:53]=1.